Dataset: Reaction yield outcomes from USPTO patents with 853,638 reactions. Task: Predict the reaction yield, written as a fraction of the theoretical maximum amount of product (1.0 means a 100% yield; for example, 0.34 means a 34% yield). The reactants are [NH2:1][C:2]1[CH:7]=[CH:6][CH:5]=[CH:4][CH:3]=1.[C:8](#[N:11])[CH:9]=[CH2:10]. No catalyst specified. The product is [C:2]1([NH:1][CH2:10][CH2:9][C:8]#[N:11])[CH:7]=[CH:6][CH:5]=[CH:4][CH:3]=1. The yield is 0.784.